From a dataset of Reaction yield outcomes from USPTO patents with 853,638 reactions. Predict the reaction yield, written as a fraction of the theoretical maximum amount of product (1.0 means a 100% yield; for example, 0.34 means a 34% yield). (1) The product is [ClH:57].[CH2:38]([O:39][C:8](=[NH:12])[CH2:1][C:2]1[CH:3]=[CH:4][CH:5]=[CH:6][CH:7]=1)[CH3:37]. The reactants are [CH2:1]([C:8]1SC2C=C(CBr)C=CC=2[N:12]=1)[C:2]1[CH:7]=[CH:6][CH:5]=[CH:4][CH:3]=1.C(C1SC2C=C(C)C=CC=2N=1)C1C=CC=CC=1.C1C(=O)N(Br)[C:38](=[O:39])[CH2:37]1.CC(N=NC(C#N)(C)C)(C#N)C.C(Cl)(Cl)[Cl:57]. The catalyst is C(Cl)(Cl)(Cl)Cl. The yield is 0.690. (2) The reactants are [CH3:1][O:2][C:3](=[O:14])[C:4]1[CH:9]=[C:8](I)[C:7]([CH2:11][CH3:12])=[CH:6][C:5]=1[NH2:13].[CH3:15][N:16]1[C:20]([Sn](CCCC)(CCCC)CCCC)=[CH:19][CH:18]=[N:17]1.O1CCOCC1. The catalyst is C1C=CC(P(C2C=CC=CC=2)[C-]2C=CC=C2)=CC=1.C1C=CC(P(C2C=CC=CC=2)[C-]2C=CC=C2)=CC=1.Cl[Pd]Cl.[Fe+2].CCOC(C)=O. The product is [CH3:1][O:2][C:3](=[O:14])[C:4]1[CH:9]=[C:8]([C:20]2[N:16]([CH3:15])[N:17]=[CH:18][CH:19]=2)[C:7]([CH2:11][CH3:12])=[CH:6][C:5]=1[NH2:13]. The yield is 0.680.